From a dataset of Forward reaction prediction with 1.9M reactions from USPTO patents (1976-2016). Predict the product of the given reaction. (1) The product is: [NH2:1][C:2]1[N:11]=[CH:10][C:9]2[C:8]([NH:20][CH2:19][C:18]3[CH:21]=[CH:22][CH:23]=[C:16]([C:15]([F:14])([F:24])[F:25])[CH:17]=3)=[N:7][CH:6]=[N:5][C:4]=2[CH:3]=1. Given the reactants [NH2:1][C:2]1[N:11]=[CH:10][C:9]2[C:8](SC)=[N:7][CH:6]=[N:5][C:4]=2[CH:3]=1.[F:14][C:15]([F:25])([F:24])[C:16]1[CH:17]=[C:18]([CH:21]=[CH:22][CH:23]=1)[CH2:19][NH2:20], predict the reaction product. (2) Given the reactants [CH3:1][O:2][CH2:3][C@@H:4]([O:6][C:7]1[CH:8]=[C:9]([CH:21]=[C:22]([C:24]2[NH:25][C:26]([C:29]3[O:30][C@@H:31]([CH2:34][O:35][Si](C(C)C)(C(C)C)C(C)C)[CH2:32][N:33]=3)=[CH:27][CH:28]=2)[CH:23]=1)[O:10][C:11]1[CH:12]=[CH:13][C:14]([S:17]([CH3:20])(=[O:19])=[O:18])=[N:15][CH:16]=1)[CH3:5].[F-].C([N+](CCCC)(CCCC)CCCC)CCC.[Cl-].[NH4+], predict the reaction product. The product is: [CH3:1][O:2][CH2:3][C@H:4]([CH3:5])[O:6][C:7]1[CH:23]=[C:22]([C:24]2[NH:25][C:26]([C:29]3[O:30][C@@H:31]([CH2:34][OH:35])[CH2:32][N:33]=3)=[CH:27][CH:28]=2)[CH:21]=[C:9]([O:10][C:11]2[CH:16]=[N:15][C:14]([S:17]([CH3:20])(=[O:18])=[O:19])=[CH:13][CH:12]=2)[CH:8]=1. (3) The product is: [C:11]([O:15][C:16](=[O:44])[CH2:17][O:18][C:19]1[C:24]([CH3:25])=[CH:23][C:22]([C:26]2[O:27][C:28]3[N:29]=[C:30]([O:8][C@@H:3]4[CH2:4][CH2:5][CH2:6][CH2:7][C@H:2]4[F:1])[N:31]=[C:32]([O:35][CH2:36][CH2:37][CH3:38])[C:33]=3[N:34]=2)=[CH:21][C:20]=1[CH3:43])([CH3:12])([CH3:13])[CH3:14]. Given the reactants [F:1][C@@H:2]1[CH2:7][CH2:6][CH2:5][CH2:4][C@H:3]1[OH:8].[H-].[Na+].[C:11]([O:15][C:16](=[O:44])[CH2:17][O:18][C:19]1[C:24]([CH3:25])=[CH:23][C:22]([C:26]2[O:27][C:28]3[N:29]=[C:30](S(C)(=O)=O)[N:31]=[C:32]([O:35][CH2:36][CH2:37][CH3:38])[C:33]=3[N:34]=2)=[CH:21][C:20]=1[CH3:43])([CH3:14])([CH3:13])[CH3:12], predict the reaction product. (4) Given the reactants NC1[C:3]([O:17]C)=[C:4](NS(C)(=O)=O)[CH:5]=[C:6]([C:8](C)(C)C)C=1.C([N:21](CC)CC)C.O[N:27]1[C:31]2[CH:32]=[CH:33][CH:34]=[CH:35][C:30]=2N=N1, predict the reaction product. The product is: [CH:6]([C:5]1[C:30]2[C:31](=[CH:32][CH:33]=[CH:34][CH:35]=2)[NH:27][C:4]=1[C:3]([NH2:21])=[O:17])=[CH2:8]. (5) The product is: [ClH:1].[NH2:38][C@H:35]1[CH2:36][CH2:37][N:33]([C@H:24]([C:25]([N:27]2[CH2:28][CH2:29][O:30][CH2:31][CH2:32]2)=[O:26])[CH2:23][C:21]#[N:22])[C:34]1=[O:46]. Given the reactants [ClH:1].N[C@H]1CCN([C@@H](COC)C(N2CCOCC2)=O)C1=O.[C:21]([CH2:23][C@H:24]([N:33]1[CH2:37][CH2:36][C@H:35]([NH:38]C(=O)OC(C)(C)C)[C:34]1=[O:46])[C:25]([N:27]1[CH2:32][CH2:31][O:30][CH2:29][CH2:28]1)=[O:26])#[N:22], predict the reaction product. (6) The product is: [NH2:24][C:19]1[CH:20]=[CH:21][CH:22]=[CH:23][C:18]=1[C:6]1[C:5]([NH2:9])=[CH:4][N:3]=[C:2]([Cl:1])[N:7]=1. Given the reactants [Cl:1][C:2]1[N:7]=[C:6](Cl)[C:5]([NH2:9])=[CH:4][N:3]=1.CC1(C)C(C)(C)OB([C:18]2[CH:23]=[CH:22][CH:21]=[CH:20][C:19]=2[NH2:24])O1.C([O-])([O-])=O.[Na+].[Na+], predict the reaction product. (7) Given the reactants [C:1](Cl)(=[O:6])[C:2]([CH3:5])([CH3:4])[CH3:3].[NH2:8][C:9]1[CH:14]=[CH:13][N:12]=[CH:11][CH:10]=1.C(N(CC)CC)C.O, predict the reaction product. The product is: [CH3:3][C:2]([CH3:5])([CH3:4])[C:1]([NH:8][C:9]1[CH:14]=[CH:13][N:12]=[CH:11][CH:10]=1)=[O:6]. (8) Given the reactants [NH2:1][C:2]1[N:7]=[C:6]2[CH:8]([CH2:11][CH2:12][NH:13][C:14](=[O:16])[CH3:15])[CH2:9][CH2:10][C:5]2=[CH:4][CH:3]=1.Br[CH2:18][C:19](=O)[CH3:20].C(=O)([O-])O.[Na+], predict the reaction product. The product is: [CH3:20][C:19]1[N:1]=[C:2]2[CH:3]=[CH:4][C:5]3[CH2:10][CH2:9][CH:8]([CH2:11][CH2:12][NH:13][C:14](=[O:16])[CH3:15])[C:6]=3[N:7]2[CH:18]=1. (9) Given the reactants [NH2:1][C:2]1[N:7]=[C:6]2[N:8]([CH2:20][CH3:21])[C:9]([C:11]([N:13]([CH:17]3[CH2:19][CH2:18]3)[CH:14]3[CH2:16][CH2:15]3)=[O:12])=[CH:10][C:5]2=[C:4]2[N:22]([CH3:25])[CH:23]=[N:24][C:3]=12.[H-].[Na+].[F:28][C:29]1[CH:30]=[CH:31][C:32]2[S:36][C:35](S(C)=O)=[N:34][C:33]=2[CH:40]=1, predict the reaction product. The product is: [CH:14]1([N:13]([CH:17]2[CH2:19][CH2:18]2)[C:11]([C:9]2[N:8]([CH2:20][CH3:21])[C:6]3=[N:7][C:2]([NH:1][C:35]4[S:36][C:32]5[CH:31]=[CH:30][C:29]([F:28])=[CH:40][C:33]=5[N:34]=4)=[C:3]4[N:24]=[CH:23][N:22]([CH3:25])[C:4]4=[C:5]3[CH:10]=2)=[O:12])[CH2:16][CH2:15]1.